This data is from Forward reaction prediction with 1.9M reactions from USPTO patents (1976-2016). The task is: Predict the product of the given reaction. (1) Given the reactants [Cl:1][C:2]1[CH:7]=[C:6]([Cl:8])[N:5]=[N:4][C:3]=1[C:9]([O:11]C)=[O:10].[OH-].[Na+].Cl, predict the reaction product. The product is: [Cl:1][C:2]1[CH:7]=[C:6]([Cl:8])[N:5]=[N:4][C:3]=1[C:9]([OH:11])=[O:10]. (2) Given the reactants [C:1]12([CH2:11][S:12]([O-:15])(=[O:14])=[O:13])[C:8]([CH3:10])([CH3:9])[CH:5]([CH2:6][CH2:7]1)[CH2:4][C:2]2=[O:3].[NH+:16]12[CH2:23][CH2:22][CH:19]([CH2:20][CH2:21]1)[CH2:18][CH2:17]2.[C:24](=[O:27])(O)[O-].[Na+].Cl[C:30]1[N:35]=[C:34](OC)[N:33]=[C:32](OC)[N:31]=1, predict the reaction product. The product is: [C:1]12([CH2:11][S:12]([O-:15])(=[O:13])=[O:14])[C:8]([CH3:10])([CH3:9])[CH:5]([CH2:6][CH2:7]1)[CH2:4][C:2]2=[O:3].[CH3:24][O:27][N:31]1[CH2:32][N:33]([O:3][CH3:2])[CH2:34][N:35]([N+:16]23[CH2:23][CH2:22][CH:19]([CH2:20][CH2:21]2)[CH2:18][CH2:17]3)[CH2:30]1.